Predict the reaction yield, written as a fraction of the theoretical maximum amount of product (1.0 means a 100% yield; for example, 0.34 means a 34% yield). From a dataset of Reaction yield outcomes from USPTO patents with 853,638 reactions. (1) The catalyst is C(O)C. The product is [OH:1][CH2:2][C:3]([NH:6][C:7]([C:9]1[C:13]([NH:14][C:15]([C:17]2[CH:22]=[CH:21][CH:20]=[CH:19][N:18]=2)=[O:16])=[CH:12][NH:11][N:10]=1)=[O:8])([CH3:4])[CH3:5]. The reactants are [OH:1][CH2:2][C:3]([NH:6][C:7]([C:9]1[C:13]([NH:14][C:15]([C:17]2[CH:22]=[CH:21][CH:20]=[CH:19][N:18]=2)=[O:16])=[CH:12][N:11](C2CCCCO2)[N:10]=1)=[O:8])([CH3:5])[CH3:4].O.C1(C)C=CC(S(O)(=O)=O)=CC=1.C(=O)([O-])O.[Na+]. The yield is 0.640. (2) The reactants are [Br:1][C:2]1[C:10]([F:11])=[CH:9][C:5]([C:6]([OH:8])=[O:7])=[C:4]([Cl:12])[CH:3]=1.S(Cl)(Cl)=O.[C:17](=O)(O)[O-].[Na+]. The catalyst is CO. The product is [Br:1][C:2]1[C:10]([F:11])=[CH:9][C:5]([C:6]([O:8][CH3:17])=[O:7])=[C:4]([Cl:12])[CH:3]=1. The yield is 0.920. (3) The reactants are C(O[C:5](=[O:21])[NH:6][CH:7]1[CH2:11][C:10](=[O:12])[O:9][CH:8]1[O:13][CH2:14][C:15]1[CH:20]=[CH:19][CH:18]=[CH:17][CH:16]=1)C=C.CC1C2C(=CC=CC=2)C(C)=C2C=1C=CC1C2=CC=CC=1.[C:42]([NH:45][CH:46]([CH:61]([CH3:63])[CH3:62])[C:47]([CH:49]1[N:53]=[C:52]([C:54]([CH3:57])([CH3:56])[CH3:55])[S:51][N:50]1C(O)=O)=[O:48])(=[O:44])[CH3:43].C1C=CC2N(O)N=NC=2C=1.C(Cl)CCl. The catalyst is CN(C=O)C.C(Cl)Cl.C1C=CC([P]([Pd]([P](C2C=CC=CC=2)(C2C=CC=CC=2)C2C=CC=CC=2)([P](C2C=CC=CC=2)(C2C=CC=CC=2)C2C=CC=CC=2)[P](C2C=CC=CC=2)(C2C=CC=CC=2)C2C=CC=CC=2)(C2C=CC=CC=2)C2C=CC=CC=2)=CC=1. The product is [CH2:14]([O:13][CH:8]1[CH:7]([NH:6][C:5]([N:50]2[CH:49]([C:47](=[O:48])[CH:46]([NH:45][C:42](=[O:44])[CH3:43])[CH:61]([CH3:63])[CH3:62])[N:53]=[C:52]([C:54]([CH3:56])([CH3:55])[CH3:57])[S:51]2)=[O:21])[CH2:11][C:10](=[O:12])[O:9]1)[C:15]1[CH:16]=[CH:17][CH:18]=[CH:19][CH:20]=1. The yield is 0.880.